Dataset: Full USPTO retrosynthesis dataset with 1.9M reactions from patents (1976-2016). Task: Predict the reactants needed to synthesize the given product. (1) Given the product [CH:45]1([NH:44][C:42]([C:39]2[S:38][C:37]([C:16]3[CH:15]=[CH:14][C:13]([C@@H:11]([N:7]4[CH2:6][CH2:5][C@:4]([CH2:3][C:2]([OH:1])([CH3:34])[CH3:35])([C:28]5[CH:33]=[CH:32][CH:31]=[CH:30][CH:29]=5)[O:9][C:8]4=[O:10])[CH3:12])=[CH:18][CH:17]=3)=[N:41][CH:40]=2)=[O:43])[CH2:47][CH2:46]1, predict the reactants needed to synthesize it. The reactants are: [OH:1][C:2]([CH3:35])([CH3:34])[CH2:3][C@@:4]1([C:28]2[CH:33]=[CH:32][CH:31]=[CH:30][CH:29]=2)[O:9][C:8](=[O:10])[N:7]([C@H:11]([C:13]2[CH:18]=[CH:17][C:16](B3OC(C)(C)C(C)(C)O3)=[CH:15][CH:14]=2)[CH3:12])[CH2:6][CH2:5]1.Br[C:37]1[S:38][C:39]([C:42]([NH:44][CH:45]2[CH2:47][CH2:46]2)=[O:43])=[CH:40][N:41]=1. (2) Given the product [F:23][C:20]1[CH:21]=[CH:22][C:17]([C:15]2[N:16]=[C:12]([CH:11]3[CH2:10][C:3]4[C:4]5[C:9](=[CH:8][CH:7]=[CH:6][CH:5]=5)[NH:1][C:2]=4[C:44]([C:42]4[O:43][C:39]([CH3:38])=[N:40][N:41]=4)([C:46]4[CH:47]=[N:48][N:49]([CH2:51][CH3:52])[CH:50]=4)[NH:24]3)[NH:13][CH:14]=2)=[N:18][CH:19]=1, predict the reactants needed to synthesize it. The reactants are: [NH:1]1[C:9]2[C:4](=[CH:5][CH:6]=[CH:7][CH:8]=2)[C:3]([CH2:10][CH:11]([NH2:24])[C:12]2[NH:13][CH:14]=[C:15]([C:17]3[CH:22]=[CH:21][C:20]([F:23])=[CH:19][N:18]=3)[N:16]=2)=[CH:2]1.C(O[Si](OCC)(OCC)OCC)C.[CH3:38][C:39]1[O:43][C:42]([C:44]([C:46]2[CH:47]=[N:48][N:49]([CH2:51][CH3:52])[CH:50]=2)=O)=[N:41][N:40]=1.[OH-].[Na+].